Dataset: Catalyst prediction with 721,799 reactions and 888 catalyst types from USPTO. Task: Predict which catalyst facilitates the given reaction. Reactant: [CH3:1][O:2][CH2:3][CH:4]([CH3:37])[O:5][C:6]1[CH:7]=[C:8]([O:26][C:27]2[CH:32]=[CH:31][C:30]([S:33]([CH3:36])(=[O:35])=[O:34])=[CH:29][CH:28]=2)[CH:9]=[C:10]2[C:14]=1[NH:13][C:12]([C:15]1[S:16][CH:17]([CH2:20][C:21](OCC)=[O:22])[CH2:18][N:19]=1)=[CH:11]2.[BH4-].[Li+].O. Product: [CH3:1][O:2][CH2:3][CH:4]([CH3:37])[O:5][C:6]1[CH:7]=[C:8]([O:26][C:27]2[CH:32]=[CH:31][C:30]([S:33]([CH3:36])(=[O:35])=[O:34])=[CH:29][CH:28]=2)[CH:9]=[C:10]2[C:14]=1[NH:13][C:12]([C:15]1[S:16][CH:17]([CH2:20][CH2:21][OH:22])[CH2:18][N:19]=1)=[CH:11]2. The catalyst class is: 7.